This data is from Forward reaction prediction with 1.9M reactions from USPTO patents (1976-2016). The task is: Predict the product of the given reaction. Given the reactants [Cl:1][C:2]1[C:3]([N:8]2[CH2:13][CH2:12][N:11]([CH2:14][C:15]3[CH:16]=[N:17][N:18]([CH2:21][CH3:22])[C:19]=3[CH3:20])[CH2:10][CH2:9]2)=[N:4][CH:5]=[CH:6][N:7]=1.C(=O)([O-])[O-].[K+].[K+].[C:29]([CH2:31][C:32]1[CH:37]=[CH:36][C:35](B(O)O)=[CH:34][CH:33]=1)#[N:30].O, predict the reaction product. The product is: [ClH:1].[CH2:21]([N:18]1[C:19]([CH3:20])=[C:15]([CH2:14][N:11]2[CH2:12][CH2:13][N:8]([C:3]3[C:2]([C:35]4[CH:36]=[CH:37][C:32]([CH2:31][C:29]#[N:30])=[CH:33][CH:34]=4)=[N:7][CH:6]=[CH:5][N:4]=3)[CH2:9][CH2:10]2)[CH:16]=[N:17]1)[CH3:22].